Dataset: Aqueous solubility values for 9,982 compounds from the AqSolDB database. Task: Regression/Classification. Given a drug SMILES string, predict its absorption, distribution, metabolism, or excretion properties. Task type varies by dataset: regression for continuous measurements (e.g., permeability, clearance, half-life) or binary classification for categorical outcomes (e.g., BBB penetration, CYP inhibition). For this dataset (solubility_aqsoldb), we predict Y. (1) The drug is CC(C)CC(NC(=O)CC(O)C(CC(C)C)NC(=O)C(Cc1c[nH]cn1)NC(=O)C(Cc1ccccc1)NC(=O)OC(C)(C)C)C(=O)NCc1cccc(CN)c1. The Y is -2.85 log mol/L. (2) The Y is -4.95 log mol/L. The drug is Oc1c(Cl)cc(Cl)cc1Sc1cc(Cl)cc(Cl)c1O.